Dataset: Blood-brain barrier permeability classification from the B3DB database. Task: Regression/Classification. Given a drug SMILES string, predict its absorption, distribution, metabolism, or excretion properties. Task type varies by dataset: regression for continuous measurements (e.g., permeability, clearance, half-life) or binary classification for categorical outcomes (e.g., BBB penetration, CYP inhibition). Dataset: b3db_classification. (1) The compound is CCC[C@@H](CC)C1(CC)C(=O)NC(=S)NC1=O. The result is 1 (penetrates BBB). (2) The compound is O=C(Cc1ccc(Cl)c(Cl)c1)N1CCc2[nH]cnc2C1CN1CCC(O)C1. The result is 0 (does not penetrate BBB). (3) The molecule is CS(=O)(=O)c1ccc(C2=C(c3ccccc3)C(=O)OC2)cc1. The result is 1 (penetrates BBB). (4) The molecule is CO/N=C(\C(=O)N[C@@H]1C(=O)N2C(C(=O)O)=C(COC(C)=O)CS[C@H]12)c1csc(N)n1. The result is 0 (does not penetrate BBB). (5) The drug is CC(=O)NCCCN1CCN(c2cc(Cl)ccc2Cl)CC1. The result is 1 (penetrates BBB).